Dataset: Catalyst prediction with 721,799 reactions and 888 catalyst types from USPTO. Task: Predict which catalyst facilitates the given reaction. (1) Reactant: Br[C:2]1[CH:3]=[C:4]2[C:8](=[C:9]([CH3:11])[CH:10]=1)[N:7]([S:12]([C:15]1[CH:27]=[CH:26][C:18]([O:19][CH2:20][C:21]([O:23]CC)=[O:22])=[C:17]([CH3:28])[CH:16]=1)(=[O:14])=[O:13])[CH2:6][CH:5]2[CH:29]([CH3:31])[CH3:30].[F:32][C:33]([F:44])([F:43])[C:34]1[CH:39]=[CH:38][C:37](B(O)O)=[CH:36][CH:35]=1.C(=O)([O-])[O-].[Na+].[Na+]. Product: [CH:29]([CH:5]1[C:4]2[C:8](=[C:9]([CH3:11])[CH:10]=[C:2]([C:37]3[CH:38]=[CH:39][C:34]([C:33]([F:44])([F:43])[F:32])=[CH:35][CH:36]=3)[CH:3]=2)[N:7]([S:12]([C:15]2[CH:27]=[CH:26][C:18]([O:19][CH2:20][C:21]([OH:23])=[O:22])=[C:17]([CH3:28])[CH:16]=2)(=[O:14])=[O:13])[CH2:6]1)([CH3:30])[CH3:31]. The catalyst class is: 558. (2) Reactant: C([O:4][C:5](=[O:69])[C@@H:6]([NH:61][C:62]([O:64][C:65]([CH3:68])([CH3:67])[CH3:66])=[O:63])[CH2:7][C:8]1[CH:60]=[CH:59][C:11]([O:12][C:13]([NH:15][CH2:16][CH2:17][C@H:18]([NH:51][C:52]([O:54][C:55]([CH3:58])([CH3:57])[CH3:56])=[O:53])[C:19]([NH:21][C@H:22]([C:44]([NH:46][CH2:47][C:48]([NH2:50])=[O:49])=[O:45])[CH2:23][S:24][C:25]([C:38]2[CH:43]=[CH:42][CH:41]=[CH:40][CH:39]=2)([C:32]2[CH:37]=[CH:36][CH:35]=[CH:34][CH:33]=2)[C:26]2[CH:31]=[CH:30][CH:29]=[CH:28][CH:27]=2)=[O:20])=[O:14])=[CH:10][CH:9]=1)C=C.C(N(CC)CC)C.C(O)=O. Product: [C:55]([O:54][C:52]([NH:51][C@@H:18]([CH2:17][CH2:16][NH:15][C:13]([O:12][C:11]1[CH:10]=[CH:9][C:8]([CH2:7][C@H:6]([NH:61][C:62]([O:64][C:65]([CH3:68])([CH3:67])[CH3:66])=[O:63])[C:5]([OH:69])=[O:4])=[CH:60][CH:59]=1)=[O:14])[C:19]([NH:21][C@H:22]([C:44]([NH:46][CH2:47][C:48]([NH2:50])=[O:49])=[O:45])[CH2:23][S:24][C:25]([C:38]1[CH:43]=[CH:42][CH:41]=[CH:40][CH:39]=1)([C:26]1[CH:31]=[CH:30][CH:29]=[CH:28][CH:27]=1)[C:32]1[CH:33]=[CH:34][CH:35]=[CH:36][CH:37]=1)=[O:20])=[O:53])([CH3:58])([CH3:57])[CH3:56]. The catalyst class is: 30. (3) Reactant: FC(F)(F)S(O[C:7]1[N:8]=[C:9]([CH3:21])[C:10]2[C:15]([CH:16]=1)=[CH:14][C:13]([O:17][CH3:18])=[C:12]([O:19][CH3:20])[CH:11]=2)(=O)=O.[NH2:24][C:25]1[CH:30]=[CH:29][CH:28]=[CH:27][C:26]=1B1OC(C)(C)C(C)(C)O1.C([O-])([O-])=O.[Na+].[Na+]. Product: [CH3:18][O:17][C:13]1[CH:14]=[C:15]2[C:10](=[CH:11][C:12]=1[O:19][CH3:20])[C:9]([CH3:21])=[N:8][C:7]([C:26]1[CH:27]=[CH:28][CH:29]=[CH:30][C:25]=1[NH2:24])=[CH:16]2. The catalyst class is: 260. (4) Reactant: [CH2:1]1[CH2:5][CH2:4][CH2:3][CH2:2]1.ON1[C:11](=[O:12])[C:10]2=[CH:13][CH:14]=[CH:15]C=C2C1=O.[O:18]=[O:19]. Product: [C:11]1(=[O:12])[CH2:10][CH2:13][CH2:14][CH2:15]1.[CH:11]1([OH:12])[CH2:10][CH2:13][CH2:14][CH2:15]1.[CH:1]1([O:18][OH:19])[CH2:5][CH2:4][CH2:3][CH2:2]1. The catalyst class is: 6. (5) Reactant: F[C:2]1[CH:16]=[CH:15][C:5]2[C:6](=[O:14])[NH:7][C:8]3[C:13]([C:4]=2[CH:3]=1)=[CH:12][CH:11]=[CH:10][N:9]=3.BrC1[CH:19]=[C:20]([CH:23]=CC=1)[CH2:21]O.C(=O)([O-])[O-:27].[K+].[K+]. Product: [C:20]([O:27][C:2]1[CH:16]=[CH:15][C:5]2[C:6](=[O:14])[NH:7][C:8]3[C:13]([C:4]=2[CH:3]=1)=[CH:12][CH:11]=[CH:10][N:9]=3)([CH3:23])([CH3:21])[CH3:19]. The catalyst class is: 121. (6) Reactant: [CH2:1]([NH2:4])[CH2:2][CH3:3].Cl[C:6]1[C:15]2[C:10](=[CH:11][C:12]([C:16]([F:19])([F:18])[F:17])=[CH:13][CH:14]=2)[N:9]=[C:8]([C:20]2[CH:25]=[CH:24][CH:23]=[CH:22][C:21]=2[S:26][CH2:27][CH3:28])[N:7]=1.C(#N)C.C1COCC1. Product: [CH2:27]([S:26][C:21]1[CH:22]=[CH:23][CH:24]=[CH:25][C:20]=1[C:8]1[N:7]=[C:6]([NH:4][CH2:1][CH2:2][CH3:3])[C:15]2[C:10](=[CH:11][C:12]([C:16]([F:17])([F:18])[F:19])=[CH:13][CH:14]=2)[N:9]=1)[CH3:28]. The catalyst class is: 6. (7) Reactant: [CH3:1][O:2][C:3]1[C:4]([N+:15]([O-:17])=[O:16])=[CH:5][C:6]2[O:11][C:10]([CH3:13])([CH3:12])[CH:9]=[CH:8][C:7]=2[CH:14]=1.CN1C=CN=C1.I(C1C=CC=CC=1)=[O:25].S([O-])([O-])(=O)=S.[Na+].[Na+]. Product: [O:25]1[C@H:8]2[C@@H:9]1[C:10]([CH3:13])([CH3:12])[O:11][C:6]1[CH:5]=[C:4]([N+:15]([O-:17])=[O:16])[C:3]([O:2][CH3:1])=[CH:14][C:7]=12. The catalyst class is: 10. (8) Reactant: Br[C:2]1[CH:3]=[C:4]([CH2:13][C:14]([CH3:17])([CH3:16])[CH3:15])[C:5]2[O:9][CH2:8][C:7]([CH3:11])([CH3:10])[C:6]=2[CH:12]=1.C([Li])(C)(C)C.CCCCC.[B:28](OC)([O:31]C)[O:29]C. Product: [CH3:10][C:7]1([CH3:11])[C:6]2[CH:12]=[C:2]([B:28]([OH:31])[OH:29])[CH:3]=[C:4]([CH2:13][C:14]([CH3:17])([CH3:16])[CH3:15])[C:5]=2[O:9][CH2:8]1. The catalyst class is: 7. (9) Reactant: C(N(CC)CC)C.[Cl:8][C:9]1[C:14]([N+:15]([O-:17])=[O:16])=[C:13](Cl)[C:12]([CH3:19])=[C:11]([CH3:20])[N:10]=1.[S:21]1[CH:25]=[CH:24][N:23]=[C:22]1[CH2:26][CH2:27][CH2:28][O:29][CH2:30][CH2:31][NH2:32]. Product: [Cl:8][C:9]1[C:14]([N+:15]([O-:17])=[O:16])=[C:13]([NH:32][CH2:31][CH2:30][O:29][CH2:28][CH2:27][CH2:26][C:22]2[S:21][CH:25]=[CH:24][N:23]=2)[C:12]([CH3:19])=[C:11]([CH3:20])[N:10]=1. The catalyst class is: 3.